Dataset: TCR-epitope binding with 47,182 pairs between 192 epitopes and 23,139 TCRs. Task: Binary Classification. Given a T-cell receptor sequence (or CDR3 region) and an epitope sequence, predict whether binding occurs between them. (1) The epitope is GLIYNRMGAVTTEV. The TCR CDR3 sequence is CASSLFASVGELFF. Result: 1 (the TCR binds to the epitope). (2) The epitope is FLASKIGRLV. The TCR CDR3 sequence is CASSGDRNQPQHF. Result: 0 (the TCR does not bind to the epitope). (3) The epitope is QECVRGTTVL. The TCR CDR3 sequence is CASSLTTQVDTQYF. Result: 1 (the TCR binds to the epitope). (4) Result: 0 (the TCR does not bind to the epitope). The epitope is QVPLRPMTYK. The TCR CDR3 sequence is CASSRNRDSLQETQYF. (5) The epitope is SFHSLHLLF. The TCR CDR3 sequence is CASSVTSPGSCFF. Result: 1 (the TCR binds to the epitope).